This data is from Forward reaction prediction with 1.9M reactions from USPTO patents (1976-2016). The task is: Predict the product of the given reaction. (1) Given the reactants C1([SiH3])C=CC=CC=1.O.[N+:9](/[CH:12]=[C:13](/[C:15]1[CH:20]=[CH:19][CH:18]=[CH:17][N:16]=1)\[CH3:14])([O-:11])=[O:10], predict the reaction product. The product is: [N+:9]([CH2:12][CH:13]([C:15]1[CH:20]=[CH:19][CH:18]=[CH:17][N:16]=1)[CH3:14])([O-:11])=[O:10]. (2) Given the reactants [C:1]([O:5][C:6](=[O:26])[C:7]([S:10][C:11]1[C:20](Br)=[CH:19][C:18]2[CH2:17][CH:16]([NH:22][C:23](=[O:25])[CH3:24])[CH2:15][CH2:14][C:13]=2[CH:12]=1)([CH3:9])[CH3:8])([CH3:4])([CH3:3])[CH3:2].[C:27]1(B(O)O)[CH:32]=[CH:31][CH:30]=[CH:29][CH:28]=1.C([O-])([O-])=O.[Na+].[Na+], predict the reaction product. The product is: [C:1]([O:5][C:6](=[O:26])[C:7]([S:10][C:11]1[C:20]([C:27]2[CH:32]=[CH:31][CH:30]=[CH:29][CH:28]=2)=[CH:19][C:18]2[CH2:17][CH:16]([NH:22][C:23](=[O:25])[CH3:24])[CH2:15][CH2:14][C:13]=2[CH:12]=1)([CH3:9])[CH3:8])([CH3:4])([CH3:3])[CH3:2]. (3) Given the reactants O[C:2]1[CH:10]=[C:9](C)[CH:8]=[CH:7][C:3]=1[C:4](O)=O.[C:12](=[O:15])([O-])[O-:13].[Cs+].[Cs+].[CH3:18]I.CN(C)[CH:22]=[O:23], predict the reaction product. The product is: [CH3:18][O:13][C:12](=[O:15])[C:9]1[CH:8]=[CH:7][C:3]([CH3:4])=[CH:2][C:10]=1[O:23][CH3:22]. (4) The product is: [N:1]([C@@H:4]1[CH2:9][CH2:8][CH2:7][CH2:6][C@@H:5]1[N:10]1[C:14]([C:15]2[CH:20]=[CH:19][CH:18]=[CH:17][CH:16]=2)=[C:13]([C:21]([OH:23])=[O:22])[N:12]=[CH:11]1)=[N+:2]=[N-:3]. Given the reactants [N:1]([C@@H:4]1[CH2:9][CH2:8][CH2:7][CH2:6][C@@H:5]1[N:10]1[C:14]([C:15]2[CH:20]=[CH:19][CH:18]=[CH:17][CH:16]=2)=[C:13]([C:21]([O:23]CC)=[O:22])[N:12]=[CH:11]1)=[N+:2]=[N-:3].[OH-].[K+], predict the reaction product. (5) Given the reactants Br[C:2]1[CH:3]=[CH:4][C:5]([NH:8][C:9]([C:22]2C=CC=CC=2)(C2C=CC=CC=2)C2C=CC=CC=2)=[N:6][CH:7]=1.[C:28]([O:32][C:33]([NH:35][C:36]1[CH:41]=[CH:40][C:39](B(O)O)=[CH:38][C:37]=1[F:45])=[O:34])([CH3:31])([CH3:30])[CH3:29].CC1(C)C(C)(C)OB([C:54]2[CH:55]=[CH:56][C:57](N)=[N:58][CH:59]=2)O1, predict the reaction product. The product is: [F:45][C:37]1[CH:38]=[C:39]([C:2]2[CH:7]=[N:6][C:5]([NH:8][CH2:9][CH2:22][N:58]3[CH2:59][CH2:54][CH2:55][CH2:56][CH2:57]3)=[CH:4][CH:3]=2)[CH:40]=[CH:41][C:36]=1[NH:35][C:33](=[O:34])[O:32][C:28]([CH3:31])([CH3:30])[CH3:29]. (6) The product is: [C:1]([O:5][C:6](=[O:24])[C:7]([S:10][C:11]1[CH:20]=[CH:19][C:18]2[CH2:17][CH:16]([N:21]([CH2:22][CH3:23])[C:35]([NH:34][C:31]3[CH:32]=[CH:33][C:28]([O:27][C:26]([F:25])([F:37])[F:38])=[CH:29][CH:30]=3)=[O:36])[CH2:15][CH2:14][C:13]=2[CH:12]=1)([CH3:9])[CH3:8])([CH3:2])([CH3:3])[CH3:4]. Given the reactants [C:1]([O:5][C:6](=[O:24])[C:7]([S:10][C:11]1[CH:20]=[CH:19][C:18]2[CH2:17][CH:16]([NH:21][CH2:22][CH3:23])[CH2:15][CH2:14][C:13]=2[CH:12]=1)([CH3:9])[CH3:8])([CH3:4])([CH3:3])[CH3:2].[F:25][C:26]([F:38])([F:37])[O:27][C:28]1[CH:33]=[CH:32][C:31]([N:34]=[C:35]=[O:36])=[CH:30][CH:29]=1, predict the reaction product. (7) The product is: [CH3:55][O:54][C:51]1[CH:50]=[CH:49][C:48]([CH:9]([C:6]2[CH:7]=[CH:8][C:3]([O:2][CH3:1])=[CH:4][CH:5]=2)[O:10][CH:11]([C:42]2[CH:43]=[CH:44][CH:45]=[CH:46][CH:47]=2)[CH:12]2[N:13]([C:18](=[O:41])[CH2:19][CH2:20][CH2:21][CH2:22][CH2:23][NH:24][C:25]([C:27]3[C:36](=[O:37])[C:35]4[C:30](=[N:31][C:32]([CH3:38])=[CH:33][CH:34]=4)[N:29]([CH2:39][CH3:40])[CH:28]=3)=[O:26])[CH2:14][CH:15]([O:17][C:56](=[O:62])[CH2:57][CH2:58][C:59]([OH:61])=[O:60])[CH2:16]2)=[CH:53][CH:52]=1. Given the reactants [CH3:1][O:2][C:3]1[CH:8]=[CH:7][C:6]([CH:9]([C:48]2[CH:53]=[CH:52][C:51]([O:54][CH3:55])=[CH:50][CH:49]=2)[O:10][CH:11]([C:42]2[CH:47]=[CH:46][CH:45]=[CH:44][CH:43]=2)[CH:12]2[CH2:16][CH:15]([OH:17])[CH2:14][N:13]2[C:18](=[O:41])[CH2:19][CH2:20][CH2:21][CH2:22][CH2:23][NH:24][C:25]([C:27]2[C:36](=[O:37])[C:35]3[C:30](=[N:31][C:32]([CH3:38])=[CH:33][CH:34]=3)[N:29]([CH2:39][CH3:40])[CH:28]=2)=[O:26])=[CH:5][CH:4]=1.[C:56]1(=[O:62])[O:61][C:59](=[O:60])[CH2:58][CH2:57]1.C(N(CC)CC)C, predict the reaction product.